Dataset: Forward reaction prediction with 1.9M reactions from USPTO patents (1976-2016). Task: Predict the product of the given reaction. Given the reactants C1(S([N:10]2[C:18]3[C:13](=[CH:14][CH:15]=[CH:16][CH:17]=3)[C:12]([C:19]3[N:20]([CH2:24][CH2:25][CH:26]4[CH2:31][CH2:30][N:29]([C:32]([O:34][C:35]([CH3:38])([CH3:37])[CH3:36])=[O:33])[CH2:28][CH2:27]4)[CH:21]=[CH:22][N:23]=3)=[CH:11]2)(=O)=O)C=CC=CC=1.O(C(C)(C)C)[Na].F[C:46]1[CH:51]=[CH:50][C:49]([N+:52]([O-:54])=[O:53])=[CH:48][CH:47]=1, predict the reaction product. The product is: [N+:52]([C:49]1[CH:50]=[CH:51][C:46]([N:10]2[C:18]3[C:13](=[CH:14][CH:15]=[CH:16][CH:17]=3)[C:12]([C:19]3[N:20]([CH2:24][CH2:25][CH:26]4[CH2:27][CH2:28][N:29]([C:32]([O:34][C:35]([CH3:37])([CH3:38])[CH3:36])=[O:33])[CH2:30][CH2:31]4)[CH:21]=[CH:22][N:23]=3)=[CH:11]2)=[CH:47][CH:48]=1)([O-:54])=[O:53].